From a dataset of Forward reaction prediction with 1.9M reactions from USPTO patents (1976-2016). Predict the product of the given reaction. The product is: [C:23]([O:25][C:4]1[CH:5]=[CH:6][C:7]2[O:8][CH2:9][CH2:10][O:11][C:12]=2[C:3]=1[O:2][CH3:1])(=[O:24])[CH3:18]. Given the reactants [CH3:1][O:2][C:3]1[C:12]2[O:11][CH2:10][CH2:9][O:8][C:7]=2[CH:6]=[CH:5][C:4]=1C(=O)C.C1C=C(Cl)C=[C:18]([C:23]([O:25]O)=[O:24])C=1, predict the reaction product.